This data is from Catalyst prediction with 721,799 reactions and 888 catalyst types from USPTO. The task is: Predict which catalyst facilitates the given reaction. Reactant: [NH2:1][CH:2]([C:42]1[CH:43]=[C:44]([NH:48][CH2:49][CH2:50][CH2:51][C:52]([O:54]CC)=[O:53])[CH:45]=[CH:46][CH:47]=1)[CH2:3][N:4]1[C:9](=[O:10])[C:8]2[C:11]3([O:27][CH2:28][C:7]=2[N:6]([CH2:29][C:30]2[C:35]([C:36]([F:39])([F:38])[F:37])=[CH:34][CH:33]=[CH:32][C:31]=2[F:40])[C:5]1=[O:41])[CH2:16][CH2:15][N:14]([CH2:17][C:18]1[O:19][C:20]([C:23]([F:26])([F:25])[F:24])=[CH:21][CH:22]=1)[CH2:13][CH2:12]3.[OH-].[Na+].Cl. Product: [NH2:1][CH:2]([C:42]1[CH:43]=[C:44]([NH:48][CH2:49][CH2:50][CH2:51][C:52]([OH:54])=[O:53])[CH:45]=[CH:46][CH:47]=1)[CH2:3][N:4]1[C:9](=[O:10])[C:8]2[C:11]3([O:27][CH2:28][C:7]=2[N:6]([CH2:29][C:30]2[C:35]([C:36]([F:37])([F:38])[F:39])=[CH:34][CH:33]=[CH:32][C:31]=2[F:40])[C:5]1=[O:41])[CH2:12][CH2:13][N:14]([CH2:17][C:18]1[O:19][C:20]([C:23]([F:25])([F:24])[F:26])=[CH:21][CH:22]=1)[CH2:15][CH2:16]3. The catalyst class is: 8.